This data is from Forward reaction prediction with 1.9M reactions from USPTO patents (1976-2016). The task is: Predict the product of the given reaction. (1) Given the reactants [Cl:1][CH2:2][CH2:3][CH2:4][C:5]([C:7]1[CH:12]=[C:11]([F:13])[CH:10]=[CH:9][C:8]=1[F:14])=O.[CH3:15][C:16]([S@@:19]([NH2:21])=[O:20])([CH3:18])[CH3:17], predict the reaction product. The product is: [Cl:1][CH2:2][CH2:3][CH2:4]/[C:5](=[N:21]\[S@:19]([C:16]([CH3:18])([CH3:17])[CH3:15])=[O:20])/[C:7]1[CH:12]=[C:11]([F:13])[CH:10]=[CH:9][C:8]=1[F:14]. (2) The product is: [C:1]([O:5][C:6]([N:8]1[CH2:14][CH2:13][C:12]2[CH:15]=[C:16]([N+:20]([O-:22])=[O:21])[C:17]([OH:19])=[CH:18][C:11]=2[CH2:10][CH2:9]1)=[O:7])([CH3:4])([CH3:2])[CH3:3]. Given the reactants [C:1]([O:5][C:6]([N:8]1[CH2:14][CH2:13][C:12]2[CH:15]=[CH:16][C:17]([OH:19])=[CH:18][C:11]=2[CH2:10][CH2:9]1)=[O:7])([CH3:4])([CH3:3])[CH3:2].[N+:20]([O-])([OH:22])=[O:21], predict the reaction product. (3) Given the reactants [OH2:1].[C:2]([C:4]([O:6][CH2:7][CH3:8])=[O:5])#[N:3].Cl.[NH2:10]O.C(=O)([O-])[O-].[Na+].[Na+], predict the reaction product. The product is: [NH2:3][C:2](=[N:10][OH:1])[C:4]([O:6][CH2:7][CH3:8])=[O:5]. (4) Given the reactants C(NC(C)C)(C)C.C([Mg]Cl)CCC.[C:14]([O:18][C:19]([NH:21][C@@H:22]([CH2:27][C:28]1[CH:33]=[CH:32][CH:31]=[CH:30][CH:29]=1)[C:23]([O:25]C)=O)=[O:20])([CH3:17])([CH3:16])[CH3:15].[Br:34][CH2:35][Br:36].Cl, predict the reaction product. The product is: [CH2:27]([C@H:22]([NH:21][C:19](=[O:20])[O:18][C:14]([CH3:15])([CH3:16])[CH3:17])[C:23](=[O:25])[CH:35]([Br:36])[Br:34])[C:28]1[CH:33]=[CH:32][CH:31]=[CH:30][CH:29]=1. (5) Given the reactants [Br:1][C:2]1[C:3]([Cl:31])=[CH:4][C:5](I)=[C:6]([N:8]([CH2:13][C:14]([NH:16][CH:17]2[CH2:22][CH2:21][N:20]([C:23]([O:25][C:26]([CH3:29])([CH3:28])[CH3:27])=[O:24])[CH2:19][CH2:18]2)=[O:15])S(C)(=O)=O)[CH:7]=1.N1C2C(=CC=C3C=2N=CC=C3)C=CC=1.C([O-])([O-])=O.[Cs+].[Cs+], predict the reaction product. The product is: [Br:1][C:2]1[CH:7]=[C:6]2[C:5](=[CH:4][C:3]=1[Cl:31])[N:16]([CH:17]1[CH2:22][CH2:21][N:20]([C:23]([O:25][C:26]([CH3:29])([CH3:28])[CH3:27])=[O:24])[CH2:19][CH2:18]1)[C:14](=[O:15])[CH:13]=[N:8]2. (6) Given the reactants [CH:1]1([N:4]2[CH2:9][CH2:8][NH:7][CH2:6][CH2:5]2)[CH2:3][CH2:2]1.[Cl:10][C:11]1[CH:20]=[CH:19][C:18]2[CH2:17][CH2:16][CH2:15][CH2:14][C:13]=2[N:12]=1, predict the reaction product. The product is: [ClH:10].[CH:1]1([N:4]2[CH2:9][CH2:8][N:7]([C:11]3[CH:20]=[CH:19][C:18]4[CH2:17][CH2:16][CH2:15][CH2:14][C:13]=4[N:12]=3)[CH2:6][CH2:5]2)[CH2:3][CH2:2]1. (7) Given the reactants ClC1C=[C:6]([C:8]([C:10]2[CH:15]=[C:14](Br)[CH:13]=[C:12](Br)[CH:11]=2)=O)C=CN=1.[CH3:18][O:19][C:20](=[O:38])[NH:21][C:22]1[CH:27]=[C:26]([C:28]([C:30]2[CH:35]=[CH:34][N:33]=[C:32]([Cl:36])[CH:31]=2)=[O:29])[CH:25]=[C:24](Br)[CH:23]=1.COC(=O)[NH2:42], predict the reaction product. The product is: [CH3:18][O:19][C:20](=[O:38])[NH:21][C:22]1[CH:23]=[C:24]([C:11]2[CH:12]=[CH:13][CH:14]=[C:15]3[C:10]=2[CH:8]=[CH:6][NH:42]3)[CH:25]=[C:26]([C:28]([C:30]2[CH:35]=[CH:34][N:33]=[C:32]([Cl:36])[CH:31]=2)=[O:29])[CH:27]=1. (8) Given the reactants [SH:1][C:2]1[CH:7]=[C:6]([O:8][CH3:9])[CH:5]=[CH:4][C:3]=1[C:10]([C:12]1[CH:17]=[CH:16][CH:15]=[C:14]([O:18][CH3:19])[CH:13]=1)=O.[C:20](#[N:24])[CH2:21][C:22]#[N:23].[NH:25]1CCCC[CH2:26]1, predict the reaction product. The product is: [NH:23]=[C:22]1[C:21]([C:26]#[N:25])([C:20]#[N:24])[CH:10]([C:12]2[CH:17]=[CH:16][CH:15]=[C:14]([O:18][CH3:19])[CH:13]=2)[C:3]2[C:2](=[CH:7][C:6]([O:8][CH3:9])=[CH:5][CH:4]=2)[S:1]1. (9) Given the reactants [Si](O[CH2:9][C:10]1[CH:15]=[C:14](Cl)[N:13]=[C:12]([NH:17]C(=O)OC(C)(C)C)[CH:11]=1)(C(C)(C)C)(C)C.FC(F)(F)S([O:30][Si:31]([C:34]([CH3:37])([CH3:36])[CH3:35])(C)C)(=O)=O.[CH:40](N(C(C)C)CC)(C)C.[CH2:49]([Cl:51])Cl, predict the reaction product. The product is: [C:34]([SiH2:31][O:30][C:15]([CH3:14])([CH3:40])[C:10]1[CH:9]=[C:49]([Cl:51])[N:13]=[C:12]([NH2:17])[CH:11]=1)([CH3:37])([CH3:36])[CH3:35]. (10) Given the reactants [Br:1][C:2]1[CH:21]=[CH:20][C:5]([CH2:6][CH:7]2[CH2:11][CH2:10][N:9]([C@H:12]3[CH2:17][CH2:16][C@@H:15]([OH:18])[CH2:14][CH2:13]3)[C:8]2=[O:19])=[C:4]([Cl:22])[CH:3]=1.[H-].[Na+].[CH2:25]1COCC1, predict the reaction product. The product is: [Br:1][C:2]1[CH:21]=[CH:20][C:5]([CH2:6][CH:7]2[CH2:11][CH2:10][N:9]([C@H:12]3[CH2:13][CH2:14][C@@H:15]([O:18][CH3:25])[CH2:16][CH2:17]3)[C:8]2=[O:19])=[C:4]([Cl:22])[CH:3]=1.